This data is from Full USPTO retrosynthesis dataset with 1.9M reactions from patents (1976-2016). The task is: Predict the reactants needed to synthesize the given product. (1) Given the product [CH:1]1([CH:6]([C:14]2[CH:19]=[CH:18][C:17]([CH2:20][N:21]3[C:22](=[O:33])[C:23]4[C:28](=[C:27]([F:31])[CH:26]=[CH:25][C:24]=4[F:32])[CH:29]3[OH:30])=[CH:16][CH:15]=2)[C:7]([O:9][C:10]([CH3:12])([CH3:11])[CH3:13])=[O:8])[CH2:5][CH2:4][CH2:3][CH2:2]1, predict the reactants needed to synthesize it. The reactants are: [CH:1]1([CH:6]([C:14]2[CH:19]=[CH:18][C:17]([CH2:20][N:21]3[C:29](=[O:30])[C:28]4[C:23](=[C:24]([F:32])[CH:25]=[CH:26][C:27]=4[F:31])[C:22]3=[O:33])=[CH:16][CH:15]=2)[C:7]([O:9][C:10]([CH3:13])([CH3:12])[CH3:11])=[O:8])[CH2:5][CH2:4][CH2:3][CH2:2]1.[BH4-].[Na+].ClCCl. (2) Given the product [O:21]1[CH2:26][CH2:25][N:24]([CH2:27][CH2:28][NH:29][C:7](=[O:9])[C:6]2[CH:10]=[C:11]([C:13]([F:16])([F:15])[F:14])[CH:12]=[C:4]([N+:1]([O-:3])=[O:2])[CH:5]=2)[CH2:23][CH2:22]1, predict the reactants needed to synthesize it. The reactants are: [N+:1]([C:4]1[CH:5]=[C:6]([CH:10]=[C:11]([C:13]([F:16])([F:15])[F:14])[CH:12]=1)[C:7]([OH:9])=O)([O-:3])=[O:2].S(Cl)(Cl)=O.[O:21]1[CH2:26][CH2:25][N:24]([CH2:27][CH2:28][NH2:29])[CH2:23][CH2:22]1.C(N(CC)CC)C. (3) Given the product [CH3:33][N:34]([CH2:36][C:37]1[CH:42]=[CH:41][N:40]=[C:39]([O:26][C@H:23]2[CH2:24][CH2:25][C@H:20]([N:10]([C:11]([CH:13]3[CH2:18][CH2:17][C:16]([CH3:19])=[CH:15][CH2:14]3)=[O:12])[C:9]3[CH:8]=[C:7]([C:27]#[C:28][C:29]([CH3:30])([CH3:31])[CH3:32])[S:6][C:5]=3[C:3]([OH:2])=[O:4])[CH2:21][CH2:22]2)[CH:38]=1)[CH3:35], predict the reactants needed to synthesize it. The reactants are: C[O:2][C:3]([C:5]1[S:6][C:7]([C:27]#[C:28][C:29]([CH3:32])([CH3:31])[CH3:30])=[CH:8][C:9]=1[N:10]([C@H:20]1[CH2:25][CH2:24][C@H:23]([OH:26])[CH2:22][CH2:21]1)[C:11]([CH:13]1[CH2:18][CH2:17][C:16]([CH3:19])=[CH:15][CH2:14]1)=[O:12])=[O:4].[CH3:33][N:34]([CH2:36][C:37]1[CH:42]=[CH:41][N:40]=[C:39](F)[CH:38]=1)[CH3:35].[H-].[Na+].C(O)(=O)CC(CC(O)=O)(C(O)=O)O. (4) Given the product [NH2:21][C@@H:22]1[CH2:27][CH2:26][CH2:25][N:24]([C:5]2[N:6]([CH2:9][C:10]3[CH:17]=[CH:16][CH:15]=[CH:14][C:11]=3[C:12]#[N:13])[C:7](=[O:8])[C:2]([F:1])=[CH:3][N:4]=2)[CH2:23]1, predict the reactants needed to synthesize it. The reactants are: [F:1][C:2]1[C:7](=[O:8])[N:6]([CH2:9][C:10]2[CH:17]=[CH:16][CH:15]=[CH:14][C:11]=2[C:12]#[N:13])[C:5](Cl)=[N:4][CH:3]=1.Cl.Cl.[NH2:21][C@@H:22]1[CH2:27][CH2:26][CH2:25][NH:24][CH2:23]1.C(=O)(O)[O-].[Na+]. (5) Given the product [Cl:28][C:29]1[CH:30]=[C:31]([S:35]([NH:38][C:25](=[O:26])[CH:24]=[CH:23][C:20]2[CH:21]=[CH:22][C:17]([C:7]([C:1]3[CH:6]=[CH:5][CH:4]=[CH:3][CH:2]=3)=[C:8]([C:11]3[CH:12]=[CH:13][CH:14]=[CH:15][CH:16]=3)[CH2:9][CH3:10])=[CH:18][CH:19]=2)(=[O:36])=[O:37])[CH:32]=[CH:33][CH:34]=1, predict the reactants needed to synthesize it. The reactants are: [C:1]1(/[C:7](/[C:17]2[CH:22]=[CH:21][C:20]([CH:23]=[CH:24][C:25](O)=[O:26])=[CH:19][CH:18]=2)=[C:8](/[C:11]2[CH:16]=[CH:15][CH:14]=[CH:13][CH:12]=2)\[CH2:9][CH3:10])[CH:6]=[CH:5][CH:4]=[CH:3][CH:2]=1.[Cl:28][C:29]1[CH:30]=[C:31]([S:35]([NH2:38])(=[O:37])=[O:36])[CH:32]=[CH:33][CH:34]=1. (6) Given the product [O:10]1[CH2:11][CH2:12][CH2:13][CH2:14][CH:15]1[O:5][CH:4]1[CH2:2][CH2:3][CH2:8][CH2:7][O:6]1.[CH3:3][C:2]([C:4]([O:6][CH2:7][CH2:8][OH:9])=[O:5])=[CH2:1], predict the reactants needed to synthesize it. The reactants are: [CH3:1][C:2]([C:4]([O:6][CH2:7][CH2:8][OH:9])=[O:5])=[CH2:3].[O:10]1[CH:15]=[CH:14][CH2:13][CH2:12][CH2:11]1.Cl.[OH-].[Na+].